This data is from Full USPTO retrosynthesis dataset with 1.9M reactions from patents (1976-2016). The task is: Predict the reactants needed to synthesize the given product. (1) The reactants are: Br[C:2]1[CH:35]=[CH:34][C:5]([CH2:6][C:7]2[N:8]([C:20]3[CH:25]=[CH:24][C:23]([N:26]4[S:30](=[O:32])(=[O:31])[NH:29][C:28](=[O:33])[CH2:27]4)=[CH:22][CH:21]=3)[CH:9]=[C:10]([C:12]3[CH:17]=[CH:16][C:15]([Cl:18])=[CH:14][C:13]=3[Cl:19])[N:11]=2)=[CH:4][CH:3]=1.[Cl:36][C:37]1[CH:42]=[CH:41][C:40](B(O)O)=[CH:39][N:38]=1. Given the product [Cl:36][C:37]1[N:38]=[CH:39][C:40]([C:2]2[CH:35]=[CH:34][C:5]([CH2:6][C:7]3[N:8]([C:20]4[CH:25]=[CH:24][C:23]([N:26]5[S:30](=[O:32])(=[O:31])[NH:29][C:28](=[O:33])[CH2:27]5)=[CH:22][CH:21]=4)[CH:9]=[C:10]([C:12]4[CH:17]=[CH:16][C:15]([Cl:18])=[CH:14][C:13]=4[Cl:19])[N:11]=3)=[CH:4][CH:3]=2)=[CH:41][CH:42]=1, predict the reactants needed to synthesize it. (2) Given the product [F:28][C:27]([F:30])([F:29])[C:39]([OH:41])=[O:40].[CH3:1][N:2]1[CH2:7][CH2:6][N:5]([CH2:8][C:9]2[CH:10]=[CH:11][C:12]3[N:34]=[CH:39][N:15]([C:16]4[S:17][C:18]([C:31]([NH2:33])=[O:32])=[C:19]([C:21]5[CH:26]=[CH:25][CH:24]=[C:23]([C:27]([F:30])([F:29])[F:28])[CH:22]=5)[N:20]=4)[C:13]=3[CH:14]=2)[CH2:4][CH2:3]1, predict the reactants needed to synthesize it. The reactants are: [CH3:1][N:2]1[CH2:7][CH2:6][N:5]([CH2:8][C:9]2[CH:10]=[CH:11][C:12]([N+:34]([O-])=O)=[C:13]([NH:15][C:16]3[S:17][C:18]([C:31]([NH2:33])=[O:32])=[C:19]([C:21]4[CH:26]=[CH:25][CH:24]=[C:23]([C:27]([F:30])([F:29])[F:28])[CH:22]=4)[N:20]=3)[CH:14]=2)[CH2:4][CH2:3]1.[H][H].[CH:39]([OH:41])=[O:40]. (3) Given the product [CH3:30][C:25]1[CH:26]=[C:5]([N:4]([CH3:7])[CH:3]=[O:13])[CH:6]=[C:23]([CH3:28])[CH:24]=1, predict the reactants needed to synthesize it. The reactants are: CN1[CH2:6][CH2:5][N:4]([C:7]2N(C)C=CN=2)[C:3]1=[O:13].[O-]P([O-])([O-])=O.[K+].[K+].[K+].I[C:23]1[CH:24]=[C:25]([CH3:30])[CH:26]=C(C)[CH:28]=1.CNC=O.CCCCCCCCCCCC.